Dataset: Caco-2 cell permeability data measuring drug intestinal absorption for ~900 compounds. Task: Regression/Classification. Given a drug SMILES string, predict its absorption, distribution, metabolism, or excretion properties. Task type varies by dataset: regression for continuous measurements (e.g., permeability, clearance, half-life) or binary classification for categorical outcomes (e.g., BBB penetration, CYP inhibition). For this dataset (caco2_wang), we predict Y. (1) The Y is -5.23 log Papp (cm/s). The molecule is CC(C)[C@H](N)C(=O)OC[C@H]1O[C@@H](n2ccc(O)nc2=O)[C@@H](O)[C@@H]1O. (2) The molecule is C=CCc1cc(OC)c(OC(C)Cc2cc(OC)c(OC)c(OC)c2)c(OC)c1. The Y is -4.73 log Papp (cm/s). (3) The molecule is Nc1nc(O)c2ncn([C@@H]3C[C@H](CO)[C@H]3CO)c2n1. The Y is -6.06 log Papp (cm/s). (4) The compound is C[C@@H](O)[C@@H]1NC(=O)[C@H](CCCCN)NC(=O)[C@@H](Cc2c[nH]c3ccccc23)N(C)C(=O)[C@H](Cc2ccccc2)NC(=O)[C@@H]2CCCN2C(=O)[C@H](Cc2ccccc2)NC1=O. The Y is -6.40 log Papp (cm/s). (5) The compound is NC(N)=Nc1nc(CSCC/C(N)=N\S(N)(=O)=O)cs1. The Y is -5.95 log Papp (cm/s). (6) The molecule is CCOc1cccc(NC(=O)OCCN2CCCC2)c1. The Y is -4.55 log Papp (cm/s).